This data is from Full USPTO retrosynthesis dataset with 1.9M reactions from patents (1976-2016). The task is: Predict the reactants needed to synthesize the given product. (1) Given the product [NH2:33][C:31]1[C:30]2[NH:34][CH:35]=[C:36]([CH2:15][N:4]3[CH2:5][C@H:6]([CH2:7][S:8][C:9]4[CH:14]=[N:13][CH:12]=[CH:11][N:10]=4)[C@@H:2]([OH:1])[CH2:3]3)[C:29]=2[N:28]=[CH:27][N:32]=1, predict the reactants needed to synthesize it. The reactants are: [OH:1][C@@H:2]1[C@@H:6]([CH2:7][S:8][C:9]2[CH:14]=[N:13][CH:12]=[CH:11][N:10]=2)[CH2:5][N:4]([C:15](OC(C)(C)C)=O)[CH2:3]1.CO.Cl.C=O.[CH:27]1[N:28]=[C:29]2[CH2:36][CH:35]=[N:34][C:30]2=[C:31]([NH2:33])[N:32]=1. (2) Given the product [F:1][C:2]1[CH:7]=[C:6]([F:8])[CH:5]=[CH:4][C:3]=1[N:9]1[CH2:10][CH2:11][N:12]([CH2:27][C:22]#[CH:23])[CH2:13][CH2:14]1, predict the reactants needed to synthesize it. The reactants are: [F:1][C:2]1[CH:7]=[C:6]([F:8])[CH:5]=[CH:4][C:3]=1[N:9]1[CH2:14][CH2:13][NH:12][CH2:11][CH2:10]1.N1CCNCC1.Br[C:22]1[CH:27]=CC(F)=C[C:23]=1F.C(Br)C#C.C([O-])([O-])=O.[K+].[K+]. (3) Given the product [CH:13]([C:16]1[N:20]=[C:19]([N:21]2[CH2:26][CH2:25][CH:24]([C@H:27]([CH3:31])[CH2:28][CH2:29][O:30][S:2]([CH3:1])(=[O:4])=[O:3])[CH2:23][CH2:22]2)[O:18][N:17]=1)([CH3:15])[CH3:14], predict the reactants needed to synthesize it. The reactants are: [CH3:1][S:2](Cl)(=[O:4])=[O:3].CCN(CC)CC.[CH:13]([C:16]1[N:20]=[C:19]([N:21]2[CH2:26][CH2:25][CH:24]([C@H:27]([CH3:31])[CH2:28][CH2:29][OH:30])[CH2:23][CH2:22]2)[O:18][N:17]=1)([CH3:15])[CH3:14].C([O-])(O)=O.[Na+]. (4) The reactants are: [F:1][C:2]1[CH:3]=[CH:4][C:5]([OH:27])=[C:6]([C:8]2[CH2:12][CH2:11][CH2:10][C:9]=2[C:13]2[CH:14]=[C:15]([NH:22][C:23](=[O:26])[CH2:24][CH3:25])[CH:16]=[C:17]([CH:21]=2)[C:18]([OH:20])=[O:19])[CH:7]=1.[F:28][C:29]1[CH:36]=[CH:35][C:32]([CH2:33]Br)=[CH:31][CH:30]=1. Given the product [F:28][C:29]1[CH:36]=[CH:35][C:32]([CH2:33][O:19][C:18](=[O:20])[C:17]2[CH:21]=[C:13]([C:9]3[CH2:10][CH2:11][CH2:12][C:8]=3[C:6]3[CH:7]=[C:2]([F:1])[CH:3]=[CH:4][C:5]=3[O:27][CH2:33][C:32]3[CH:35]=[CH:36][C:29]([F:28])=[CH:30][CH:31]=3)[CH:14]=[C:15]([NH:22][C:23](=[O:26])[CH2:24][CH3:25])[CH:16]=2)=[CH:31][CH:30]=1, predict the reactants needed to synthesize it. (5) Given the product [Cl:20][C:19]1[C:14]([C:12]([N:11]([C:22]2[CH:27]=[CH:26][C:25]([O:28][CH3:29])=[C:24]([C:30]#[N:31])[CH:23]=2)[CH2:10][C@H:9]([OH:8])[CH3:32])=[O:13])=[C:15]([Cl:21])[N:16]=[CH:17][N:18]=1, predict the reactants needed to synthesize it. The reactants are: [Si]([O:8][C@H:9]([CH3:32])[CH2:10][N:11]([C:22]1[CH:27]=[CH:26][C:25]([O:28][CH3:29])=[C:24]([C:30]#[N:31])[CH:23]=1)[C:12]([C:14]1[C:15]([Cl:21])=[N:16][CH:17]=[N:18][C:19]=1[Cl:20])=[O:13])(C(C)(C)C)(C)C.